This data is from Forward reaction prediction with 1.9M reactions from USPTO patents (1976-2016). The task is: Predict the product of the given reaction. (1) Given the reactants [N:1]([C@H:4](/[C:31](/[CH3:39])=[CH:32]/[C:33]1[N:34]=[C:35]([CH3:38])[S:36][CH:37]=1)[CH2:5][C@@H:6]1[O:30][C@:7]1([CH3:29])[CH2:8][CH2:9][C:10](=[O:28])[C@H:11]([CH3:27])[C@H:12]([OH:26])[C@@H:13]([CH3:25])[C:14](=[O:24])[C:15]([CH3:23])([CH3:22])[C@@H:16]([OH:21])[CH2:17][C:18]([OH:20])=[O:19])=[N+]=[N-].COP(OC)OC, predict the reaction product. The product is: [NH2:1][C@H:4](/[C:31](/[CH3:39])=[CH:32]/[C:33]1[N:34]=[C:35]([CH3:38])[S:36][CH:37]=1)[CH2:5][C@@H:6]1[O:30][C@:7]1([CH3:29])[CH2:8][CH2:9][C:10](=[O:28])[C@H:11]([CH3:27])[C@H:12]([OH:26])[C@@H:13]([CH3:25])[C:14](=[O:24])[C:15]([CH3:22])([CH3:23])[C@@H:16]([OH:21])[CH2:17][C:18]([OH:20])=[O:19]. (2) Given the reactants [CH2:1]([O:3][C:4]([C@H:6]1[CH2:11][CH2:10][CH2:9][N:8]([C:12](=[O:20])[C:13]2[CH:18]=[CH:17][CH:16]=[CH:15][C:14]=2[CH3:19])[C@H:7]1[C:21]1[CH:26]=[CH:25][C:24]([NH2:27])=[CH:23][CH:22]=1)=[O:5])[CH3:2].[C:28]1(=O)[CH2:32][CH2:31][CH2:30][CH2:29]1.C(O)(=O)C, predict the reaction product. The product is: [CH2:1]([O:3][C:4]([C@H:6]1[CH2:11][CH2:10][CH2:9][N:8]([C:12](=[O:20])[C:13]2[CH:18]=[CH:17][CH:16]=[CH:15][C:14]=2[CH3:19])[C@H:7]1[C:21]1[CH:22]=[CH:23][C:24]([NH:27][CH:28]2[CH2:32][CH2:31][CH2:30][CH2:29]2)=[CH:25][CH:26]=1)=[O:5])[CH3:2]. (3) Given the reactants FC(F)(F)C(O)=O.[CH3:8][NH:9][C@H:10]([C:14]([NH:16][C@H:17]([C:21]([N:23]([C@@H:25]([C@@H:64]([CH3:67])[CH2:65][CH3:66])[C@H:26]([O:62][CH3:63])[CH2:27][C:28]([N:30]1[CH2:34][CH2:33][CH2:32][C@H:31]1[C@H:35]([O:60][CH3:61])[C@@H:36]([CH3:59])[C:37](=[O:58])[NH:38][C@H:39]([C:47]1[O:48][C:49]([C:52]2[CH:57]=[CH:56][CH:55]=[CH:54][CH:53]=2)=[N:50][N:51]=1)[CH2:40][C:41]1[CH:46]=[CH:45][CH:44]=[CH:43][CH:42]=1)=[O:29])[CH3:24])=[O:22])[CH:18]([CH3:20])[CH3:19])=[O:15])[CH:11]([CH3:13])[CH3:12].O=[CH:69][CH2:70][CH2:71][C:72]([OH:74])=[O:73].C([BH3-])#N.[Na+].O1CCOCC1, predict the reaction product. The product is: [C:72]([CH2:71][CH2:70][CH2:69][N:9]([CH3:8])[C@H:10]([C:14]([NH:16][C@H:17]([C:21]([N:23]([C@@H:25]([C@@H:64]([CH3:67])[CH2:65][CH3:66])[C@H:26]([O:62][CH3:63])[CH2:27][C:28]([N:30]1[CH2:34][CH2:33][CH2:32][C@H:31]1[C@H:35]([O:60][CH3:61])[C@@H:36]([CH3:59])[C:37](=[O:58])[NH:38][C@H:39]([C:47]1[O:48][C:49]([C:52]2[CH:53]=[CH:54][CH:55]=[CH:56][CH:57]=2)=[N:50][N:51]=1)[CH2:40][C:41]1[CH:42]=[CH:43][CH:44]=[CH:45][CH:46]=1)=[O:29])[CH3:24])=[O:22])[CH:18]([CH3:20])[CH3:19])=[O:15])[CH:11]([CH3:12])[CH3:13])([OH:74])=[O:73]. (4) Given the reactants [Br-].[SH3+:2].[F:3][C:4]([F:19])([S:15]([O-:18])(=[O:17])=[O:16])[C:5]([F:14])([F:13])[C:6]([F:12])([F:11])[C:7]([F:10])([F:9])[F:8].[Na+], predict the reaction product. The product is: [F:19][C:4]([F:3])([S:15]([O-:18])(=[O:17])=[O:16])[C:5]([F:13])([F:14])[C:6]([F:12])([F:11])[C:7]([F:10])([F:9])[F:8].[SH3+:2]. (5) Given the reactants [CH2:1]([C:3]1[N:12]([CH2:13][C:14]2[CH:19]=[CH:18][C:17]([NH:20][CH2:21][CH:22]3[CH2:27][CH2:26][NH:25][CH2:24][CH2:23]3)=[CH:16][CH:15]=2)[C:6]2=[N:7][CH:8]=[CH:9][C:10]([CH3:11])=[C:5]2[N:4]=1)[CH3:2].[CH3:28][N:29]1[CH2:34][CH2:33][C:32](=O)[CH2:31][CH2:30]1.C(O[BH-](OC(=O)C)OC(=O)C)(=O)C.[Na+].[OH-].[Na+], predict the reaction product. The product is: [CH2:1]([C:3]1[N:12]([CH2:13][C:14]2[CH:19]=[CH:18][C:17]([NH:20][CH2:21][CH:22]3[CH2:23][CH2:24][N:25]([CH:32]4[CH2:33][CH2:34][N:29]([CH3:28])[CH2:30][CH2:31]4)[CH2:26][CH2:27]3)=[CH:16][CH:15]=2)[C:6]2=[N:7][CH:8]=[CH:9][C:10]([CH3:11])=[C:5]2[N:4]=1)[CH3:2]. (6) Given the reactants [CH2:1]([OH:21])[CH2:2][CH2:3][CH2:4]/[CH:5]=[CH:6]\[CH2:7]/[CH:8]=[CH:9]\[CH2:10]/[CH:11]=[CH:12]\[CH2:13]/[CH:14]=[CH:15]\[CH2:16]/[CH:17]=[CH:18]\[CH2:19][CH3:20].[OH-:22].[Na+].[OH2:24].[C:25]1([CH3:31])[CH:30]=CC=C[CH:26]=1, predict the reaction product. The product is: [CH2:1]([O:21][C:25]([CH3:26])([CH3:31])[C:30]([O:24][C:25]([CH3:31])([CH3:30])[CH3:26])=[O:22])[CH2:2][CH2:3][CH2:4]/[CH:5]=[CH:6]\[CH2:7]/[CH:8]=[CH:9]\[CH2:10]/[CH:11]=[CH:12]\[CH2:13]/[CH:14]=[CH:15]\[CH2:16]/[CH:17]=[CH:18]\[CH2:19][CH3:20]. (7) Given the reactants [Br:1][C:2]1[CH:14]=[C:13]2[C:5]([C:6]3[CH:7]=[CH:8][C:9]([C:17](=[O:20])[CH2:18]Cl)=[CH:10][C:11]=3[C:12]2([F:16])[F:15])=[CH:4][CH:3]=1.[C:21]([O:25][C:26]([N:28]1[CH2:32][CH2:31][CH2:30][C@H:29]1[C:33]([OH:35])=[O:34])=[O:27])([CH3:24])([CH3:23])[CH3:22].C(=O)([O-])[O-].[K+].[K+].[I-].[K+], predict the reaction product. The product is: [N:28]1([C:26]([O:25][C:21]([CH3:24])([CH3:23])[CH3:22])=[O:27])[CH2:32][CH2:31][CH2:30][C@H:29]1[C:33]([O:35][CH2:18][C:17]([C:9]1[CH:8]=[CH:7][C:6]2[C:5]3[C:13](=[CH:14][C:2]([Br:1])=[CH:3][CH:4]=3)[C:12]([F:16])([F:15])[C:11]=2[CH:10]=1)=[O:20])=[O:34]. (8) Given the reactants [O:1]1[CH2:6][CH2:5][CH:4]([C:7]2[C:8]([O:13][C:14]3[CH:20]=[CH:19][C:17]([NH2:18])=[CH:16][CH:15]=3)=[N:9][CH:10]=[CH:11][N:12]=2)[CH2:3][CH2:2]1.Cl[C:22]1[NH:23][C:24]2[CH:30]=[CH:29][CH:28]=[CH:27][C:25]=2[N:26]=1, predict the reaction product. The product is: [O:1]1[CH2:2][CH2:3][CH:4]([C:7]2[C:8]([O:13][C:14]3[CH:20]=[CH:19][C:17]([NH:18][C:22]4[NH:26][C:25]5[CH:27]=[CH:28][CH:29]=[CH:30][C:24]=5[N:23]=4)=[CH:16][CH:15]=3)=[N:9][CH:10]=[CH:11][N:12]=2)[CH2:5][CH2:6]1.